From a dataset of Forward reaction prediction with 1.9M reactions from USPTO patents (1976-2016). Predict the product of the given reaction. (1) Given the reactants [NH2:1][C:2]1[CH:3]=[CH:4][C:5]2[N:10]([CH3:11])[C:9](=[O:12])[O:8][C:7]([CH3:14])([CH3:13])[C:6]=2[CH:15]=1.C(N(CC)CC)C.[Cl:23][C:24]1[C:29]([Cl:30])=[CH:28][CH:27]=[CH:26][C:25]=1[S:31](Cl)(=[O:33])=[O:32], predict the reaction product. The product is: [Cl:23][C:24]1[C:29]([Cl:30])=[CH:28][CH:27]=[CH:26][C:25]=1[S:31]([NH:1][C:2]1[CH:3]=[CH:4][C:5]2[N:10]([CH3:11])[C:9](=[O:12])[O:8][C:7]([CH3:13])([CH3:14])[C:6]=2[CH:15]=1)(=[O:33])=[O:32]. (2) Given the reactants [ClH:1].[N:2]1([CH:6]2[CH2:23][CH2:22][C:9]3([CH2:14][CH2:13][N:12](C(OC(C)(C)C)=O)[CH2:11][CH2:10]3)[CH2:8][CH2:7]2)[CH2:5][CH2:4][CH2:3]1, predict the reaction product. The product is: [ClH:1].[ClH:1].[N:2]1([CH:6]2[CH2:7][CH2:8][C:9]3([CH2:14][CH2:13][NH:12][CH2:11][CH2:10]3)[CH2:22][CH2:23]2)[CH2:3][CH2:4][CH2:5]1.